From a dataset of Forward reaction prediction with 1.9M reactions from USPTO patents (1976-2016). Predict the product of the given reaction. (1) Given the reactants Cl[C:2]1[CH:7]=[CH:6][CH:5]=[CH:4][C:3]=1[C:8]1[C:13]([Cl:14])=[CH:12][C:11]([C:15]([N:17]2[C:23]3[CH:24]=[CH:25][CH:26]=[CH:27][C:22]=3[CH2:21][N:20]3[C:28]([C:31]([OH:33])=O)=[CH:29][CH:30]=[C:19]3[CH2:18]2)=[O:16])=[C:10]([O:34][CH3:35])[CH:9]=1.[CH3:36][NH:37][CH2:38][C:39]1[CH:40]=[N:41][CH:42]=[CH:43][CH:44]=1.ON1C2C=CC=CC=2N=N1.[ClH:55].CN(C)CCCN=C=NCC.C(N(CC)C(C)C)(C)C, predict the reaction product. The product is: [Cl:55][C:4]1[CH:5]=[CH:6][CH:7]=[CH:2][C:3]=1[C:8]1[C:13]([Cl:14])=[CH:12][C:11]([C:15]([N:17]2[C:23]3[CH:24]=[CH:25][CH:26]=[CH:27][C:22]=3[CH2:21][N:20]3[C:28]([C:31]([N:37]([CH3:36])[CH2:38][C:39]4[CH:40]=[N:41][CH:42]=[CH:43][CH:44]=4)=[O:33])=[CH:29][CH:30]=[C:19]3[CH2:18]2)=[O:16])=[C:10]([O:34][CH3:35])[CH:9]=1. (2) Given the reactants [Cl-].O[NH3+:3].[C:4](=[O:7])([O-])[OH:5].[Na+].CS(C)=O.[CH3:13][N:14]1[C:19](=[O:20])[C:18]([CH2:21][C:22]2[CH:27]=[CH:26][C:25]([C:28]3[C:29]([C:34]#[N:35])=[CH:30][CH:31]=[CH:32][CH:33]=3)=[CH:24][CH:23]=2)=[C:17]([CH2:36][CH2:37][CH3:38])[N:16]2[N:39]=[CH:40][N:41]=[C:15]12, predict the reaction product. The product is: [CH3:13][N:14]1[C:19](=[O:20])[C:18]([CH2:21][C:22]2[CH:23]=[CH:24][C:25]([C:28]3[CH:33]=[CH:32][CH:31]=[CH:30][C:29]=3[C:34]3[NH:3][C:4](=[O:7])[O:5][N:35]=3)=[CH:26][CH:27]=2)=[C:17]([CH2:36][CH2:37][CH3:38])[N:16]2[N:39]=[CH:40][N:41]=[C:15]12.